This data is from Reaction yield outcomes from USPTO patents with 853,638 reactions. The task is: Predict the reaction yield, written as a fraction of the theoretical maximum amount of product (1.0 means a 100% yield; for example, 0.34 means a 34% yield). (1) The reactants are [NH:1]1[CH2:7][CH2:6][CH2:5][CH2:4][C@H:3]([NH2:8])[CH2:2]1.[C:9]([O:13][C:14](ON1C(=O)CCC1=O)=[O:15])([CH3:12])([CH3:11])[CH3:10].C1(=O)NC(=O)CC1.C1C=C2C(C(O)(O)C(=O)C2=CC=1)=O.[NH4+].[OH-]. The catalyst is C(Cl)Cl.CO. The product is [NH2:8][C@H:3]1[CH2:4][CH2:5][CH2:6][CH2:7][N:1]([C:14]([O:13][C:9]([CH3:12])([CH3:11])[CH3:10])=[O:15])[CH2:2]1. The yield is 0.540. (2) The reactants are [C:1]([O:5][C:6]([NH:8][C:9]1[CH:14]=[CH:13][C:12]([S:15][C:16]2[CH:24]=[CH:23][C:19]([C:20]([OH:22])=O)=[CH:18][C:17]=2[NH:25][C:26]2[C:27]3[CH:35]=[CH:34][C:33]([CH:36]([CH3:38])[CH3:37])=[N:32][C:28]=3[N:29]=[CH:30][N:31]=2)=[CH:11][CH:10]=1)=[O:7])([CH3:4])([CH3:3])[CH3:2].[N:39]1[CH:44]=[CH:43][C:42]([CH:45]([NH2:47])[CH3:46])=[CH:41][CH:40]=1. No catalyst specified. The product is [C:1]([O:5][C:6](=[O:7])[NH:8][C:9]1[CH:10]=[CH:11][C:12]([S:15][C:16]2[CH:24]=[CH:23][C:19]([C:20](=[O:22])[NH:47][CH:45]([C:42]3[CH:43]=[CH:44][N:39]=[CH:40][CH:41]=3)[CH3:46])=[CH:18][C:17]=2[NH:25][C:26]2[C:27]3[CH:35]=[CH:34][C:33]([CH:36]([CH3:38])[CH3:37])=[N:32][C:28]=3[N:29]=[CH:30][N:31]=2)=[CH:13][CH:14]=1)([CH3:4])([CH3:2])[CH3:3]. The yield is 0.410. (3) The reactants are Cl[C:2]1[N:7]=[C:6]([N:8]2[CH2:13][CH2:12][O:11][CH2:10][CH2:9]2)[C:5]([O:14][CH3:15])=[CH:4][N:3]=1.[N+:16]([C:19]1[CH:24]=[C:23](B2OC(C)(C)C(C)(C)O2)[CH:22]=[CH:21][C:20]=1[NH2:34])([O-:18])=[O:17].C(=O)([O-])[O-].[Na+].[Na+]. The catalyst is C1C=CC([P]([Pd]([P](C2C=CC=CC=2)(C2C=CC=CC=2)C2C=CC=CC=2)([P](C2C=CC=CC=2)(C2C=CC=CC=2)C2C=CC=CC=2)[P](C2C=CC=CC=2)(C2C=CC=CC=2)C2C=CC=CC=2)(C2C=CC=CC=2)C2C=CC=CC=2)=CC=1.O1CCOCC1. The product is [CH3:15][O:14][C:5]1[C:6]([N:8]2[CH2:13][CH2:12][O:11][CH2:10][CH2:9]2)=[N:7][C:2]([C:23]2[CH:22]=[CH:21][C:20]([NH2:34])=[C:19]([N+:16]([O-:18])=[O:17])[CH:24]=2)=[N:3][CH:4]=1. The yield is 0.478. (4) The reactants are [F:1][C:2]1[CH:7]=[CH:6][C:5]([C:8]2[NH:9][CH:10]=[CH:11][C:12]=2[C:13]2[CH:18]=[CH:17][N:16]=[C:15]([NH:19][CH3:20])[N:14]=2)=[CH:4][CH:3]=1.O([Si:29]([CH:36]([CH3:38])[CH3:37])([CH:33]([CH3:35])[CH3:34])[CH:30]([CH3:32])[CH3:31])S(C(F)(F)F)(=O)=O. The yield is 0.820. The product is [F:1][C:2]1[CH:3]=[CH:4][C:5]([C:8]2[N:9]([Si:29]([CH:36]([CH3:38])[CH3:37])([CH:33]([CH3:35])[CH3:34])[CH:30]([CH3:32])[CH3:31])[CH:10]=[CH:11][C:12]=2[C:13]2[CH:18]=[CH:17][N:16]=[C:15]([NH:19][CH3:20])[N:14]=2)=[CH:6][CH:7]=1. No catalyst specified. (5) The reactants are [CH3:1][O:2][C:3]1[CH:4]=[C:5]2[C:10](=[CH:11][CH:12]=1)[N:9]=[CH:8][CH:7]=[C:6]2[CH:13]1[CH2:15][O:14]1.[C:16]([O-:19])([O-])=[O:17].[K+].[K+].[OH2:22].[NH4+:23].[OH-].[CH3:25][C:26](=O)[O:27][CH2:28][CH3:29]. The catalyst is CN(C=O)C.CC(=O)OCC.CO. The product is [O:27]1[C:26]2[CH:25]=[CH:4][C:3]([N:23]3[CH2:13][C:6]4([CH2:7][CH2:8][N:9]([CH2:15][CH:13]([OH:14])[C:6]5[C:5]6[C:10](=[CH:11][CH:12]=[C:3]([O:2][CH3:1])[CH:4]=6)[N:9]=[CH:8][CH:7]=5)[CH2:10][CH2:5]4)[O:19][C:16]3=[O:17])=[CH:12][C:11]=2[O:22][CH2:29][CH2:28]1. The yield is 0.320. (6) The reactants are ClC1C=CC2N=NN(OC(=[N+](C)C)N(C)C)C=2C=1.[N+:19]([C:22]1[CH:23]=[N:24][CH:25]=[CH:26][C:27]=1[C:28]1[CH2:29][CH2:30][NH:31][CH2:32][CH:33]=1)([O-:21])=[O:20].[O:34]1[CH2:37][C:36](=O)[CH2:35]1.CO. The catalyst is C1COCC1. The product is [N+:19]([C:22]1[CH:23]=[N:24][CH:25]=[CH:26][C:27]=1[C:28]1[CH2:29][CH2:30][N:31]([CH:36]2[CH2:37][O:34][CH2:35]2)[CH2:32][CH:33]=1)([O-:21])=[O:20]. The yield is 0.920. (7) The reactants are [Cl:1][C:2]1[C:18]([I:19])=[CH:17][C:5]2[C:6](=O)/[C:7](=[CH:12]\N(C)C)/[CH2:8][C:9](=[O:11])[NH:10][C:4]=2[CH:3]=1.Cl.[NH2:21][C:22]([NH2:24])=[NH:23].C(=O)([O-])[O-].[K+].[K+].O. The catalyst is CCO. The product is [NH2:23][C:22]1[N:24]=[CH:12][C:7]2[CH2:8][C:9](=[O:11])[NH:10][C:4]3[CH:3]=[C:2]([Cl:1])[C:18]([I:19])=[CH:17][C:5]=3[C:6]=2[N:21]=1. The yield is 0.820. (8) The reactants are P([O-])([O-])([O-])=O.[K+].[K+].[K+].[O:9]1[CH2:14][CH2:13][N:12]([C:15]2[CH:20]=[CH:19][C:18](B(O)O)=[CH:17][CH:16]=2)[CH2:11][CH2:10]1.Cl[C:25]1[N:30]=[C:29]([CH:31]([CH3:48])[C:32]([NH:34][C:35]2[CH:40]=[CH:39][C:38]([C:41]3[CH:46]=[CH:45][N:44]=[C:43]([CH3:47])[CH:42]=3)=[CH:37][CH:36]=2)=[O:33])[CH:28]=[CH:27][CH:26]=1. The catalyst is O1CCOCC1.O. The product is [CH3:47][C:43]1[CH:42]=[C:41]([C:38]2[CH:37]=[CH:36][C:35]([NH:34][C:32](=[O:33])[CH:31]([C:29]3[CH:28]=[CH:27][CH:26]=[C:25]([C:18]4[CH:19]=[CH:20][C:15]([N:12]5[CH2:13][CH2:14][O:9][CH2:10][CH2:11]5)=[CH:16][CH:17]=4)[N:30]=3)[CH3:48])=[CH:40][CH:39]=2)[CH:46]=[CH:45][N:44]=1. The yield is 0.420.